Dataset: Forward reaction prediction with 1.9M reactions from USPTO patents (1976-2016). Task: Predict the product of the given reaction. (1) Given the reactants [NH2:1][C:2]1[CH:7]=[C:6]([C:8]([O:10][CH3:11])=[O:9])[CH:5]=[CH:4][C:3]=1[C:12]([O:14][CH3:15])=[O:13].[C:16](Cl)(Cl)=[S:17], predict the reaction product. The product is: [N:1]([C:2]1[CH:7]=[C:6]([C:8]([O:10][CH3:11])=[O:9])[CH:5]=[CH:4][C:3]=1[C:12]([O:14][CH3:15])=[O:13])=[C:16]=[S:17]. (2) Given the reactants [Si]([O:8][CH2:9][CH2:10][CH2:11][S@:12](=[O:45])([C:39]1[CH:44]=[CH:43][CH:42]=[CH:41][CH:40]=1)=[N:13][C:14](=[O:38])[C:15]1[CH:20]=[C:19]([C:21]#[C:22][C:23]2[CH:28]=[CH:27][CH:26]=[C:25]([NH:29][C:30]([C:32]3[O:33][CH:34]=[CH:35][C:36]=3[CH3:37])=[O:31])[CH:24]=2)[CH:18]=[N:17][CH:16]=1)(C(C)(C)C)(C)C.[F-].C([NH3+])(C)(C)C, predict the reaction product. The product is: [OH:8][CH2:9][CH2:10][CH2:11][S@:12](=[O:45])([C:39]1[CH:40]=[CH:41][CH:42]=[CH:43][CH:44]=1)=[N:13][C:14](=[O:38])[C:15]1[CH:20]=[C:19]([C:21]#[C:22][C:23]2[CH:28]=[CH:27][CH:26]=[C:25]([NH:29][C:30]([C:32]3[O:33][CH:34]=[CH:35][C:36]=3[CH3:37])=[O:31])[CH:24]=2)[CH:18]=[N:17][CH:16]=1.